Dataset: Full USPTO retrosynthesis dataset with 1.9M reactions from patents (1976-2016). Task: Predict the reactants needed to synthesize the given product. (1) Given the product [C:28]([C:32]1[CH:33]=[C:34]2[C:39](=[C:40]([F:42])[CH:41]=1)[C:38](=[O:43])[N:37]([C:44]1[N:51]=[CH:50][CH:49]=[C:48]([C:4]3[CH:5]=[C:6]([NH:9][C:10]4[CH:15]=[CH:14][C:13]([C:16]([N:18]5[CH2:23][CH2:22][O:21][CH2:20][C@@H:19]5[CH3:24])=[O:17])=[CH:12][N:11]=4)[C:7](=[O:8])[N:2]([CH3:1])[CH:3]=3)[C:45]=1[CH:46]=[O:47])[N:36]=[CH:35]2)([CH3:31])([CH3:29])[CH3:30], predict the reactants needed to synthesize it. The reactants are: [CH3:1][N:2]1[C:7](=[O:8])[C:6]([NH:9][C:10]2[CH:15]=[CH:14][C:13]([C:16]([N:18]3[CH2:23][CH2:22][O:21][CH2:20][C@@H:19]3[CH3:24])=[O:17])=[CH:12][N:11]=2)=[CH:5][C:4](B(O)O)=[CH:3]1.[C:28]([C:32]1[CH:33]=[C:34]2[C:39](=[C:40]([F:42])[CH:41]=1)[C:38](=[O:43])[N:37]([C:44]1[N:51]=[CH:50][CH:49]=[C:48](Cl)[C:45]=1[CH:46]=[O:47])[N:36]=[CH:35]2)([CH3:31])([CH3:30])[CH3:29].[O-]P([O-])([O-])=O.[K+].[K+].[K+].C([O-])(=O)C.[Na+]. (2) Given the product [CH2:16]([NH:23][C:2]1[CH:9]=[CH:8][CH:7]=[C:6]([C:10]2[CH:15]=[CH:14][CH:13]=[CH:12][CH:11]=2)[C:3]=1[C:4]#[N:5])[C:17]1[CH:22]=[CH:21][CH:20]=[CH:19][CH:18]=1, predict the reactants needed to synthesize it. The reactants are: F[C:2]1[CH:9]=[CH:8][CH:7]=[C:6]([C:10]2[CH:15]=[CH:14][CH:13]=[CH:12][CH:11]=2)[C:3]=1[C:4]#[N:5].[CH2:16]([NH2:23])[C:17]1[CH:22]=[CH:21][CH:20]=[CH:19][CH:18]=1.